From a dataset of Forward reaction prediction with 1.9M reactions from USPTO patents (1976-2016). Predict the product of the given reaction. The product is: [CH3:1][C:2]1[C:11]2[C:6](=[CH:7][CH:8]=[CH:9][CH:10]=2)[C:5]([C:12]([O:14][CH3:19])=[O:13])=[CH:4][CH:3]=1. Given the reactants [CH3:1][C:2]1[C:11]2[C:6](=[CH:7][CH:8]=[CH:9][CH:10]=2)[C:5]([C:12]([OH:14])=[O:13])=[CH:4][CH:3]=1.S(Cl)(Cl)=O.[CH3:19]O, predict the reaction product.